Task: Binary Classification. Given a T-cell receptor sequence (or CDR3 region) and an epitope sequence, predict whether binding occurs between them.. Dataset: TCR-epitope binding with 47,182 pairs between 192 epitopes and 23,139 TCRs (1) The epitope is ISDYDYYRY. The TCR CDR3 sequence is CASSLATGMSNNSPLHF. Result: 0 (the TCR does not bind to the epitope). (2) The epitope is KLPDDFTGCV. The TCR CDR3 sequence is CASSPDYYEQYF. Result: 0 (the TCR does not bind to the epitope).